From a dataset of Full USPTO retrosynthesis dataset with 1.9M reactions from patents (1976-2016). Predict the reactants needed to synthesize the given product. (1) Given the product [C:1]([O:5][C:6]([N:8]1[CH2:13][CH2:12][N:11]([C:14]2[O:15][C:16]3[C:22]([CH:38]4[CH2:42][CH2:41][CH2:40][O:39]4)=[CH:21][C:20]([Cl:24])=[CH:19][C:17]=3[N:18]=2)[C@@H:10]([CH3:25])[CH2:9]1)=[O:7])([CH3:4])([CH3:3])[CH3:2], predict the reactants needed to synthesize it. The reactants are: [C:1]([O:5][C:6]([N:8]1[CH2:13][CH2:12][N:11]([C:14]2[O:15][C:16]3[C:22](Br)=[CH:21][C:20]([Cl:24])=[CH:19][C:17]=3[N:18]=2)[C@@H:10]([CH3:25])[CH2:9]1)=[O:7])([CH3:4])([CH3:3])[CH3:2].[Mg].II.C1(S([CH:38]2[CH2:42][CH2:41][CH2:40][O:39]2)(=O)=O)C=CC=CC=1. (2) Given the product [CH3:1][C@H:2]1[CH2:7][C:6](=[O:8])[CH2:5][C@H:4]([CH3:9])[N:3]1[C:10]([O:12][C:13]([CH3:16])([CH3:15])[CH3:14])=[O:11], predict the reactants needed to synthesize it. The reactants are: [CH3:1][C@H:2]1[CH2:7][C:6](=[O:8])[CH2:5][C@H:4]([CH3:9])[NH:3]1.[C:10](O[C:10]([O:12][C:13]([CH3:16])([CH3:15])[CH3:14])=[O:11])([O:12][C:13]([CH3:16])([CH3:15])[CH3:14])=[O:11].C(N(CC)CC)C. (3) The reactants are: [CH3:1][O:2][C:3](=[O:19])[CH:4]([C:9]1[CH:14]=[C:13]([F:15])[CH:12]=[CH:11][C:10]=1[N+:16]([O-])=O)[C:5](OC)=[O:6]. Given the product [CH3:1][O:2][C:3]([CH:4]1[C:9]2[C:10](=[CH:11][CH:12]=[C:13]([F:15])[CH:14]=2)[NH:16][C:5]1=[O:6])=[O:19], predict the reactants needed to synthesize it. (4) Given the product [CH3:16][S:17]([O:14][CH2:13][CH2:12][C:11]1[C:5]2[CH2:4][O:3][C:2]([CH3:15])([CH3:1])[O:7][C:6]=2[CH:8]=[CH:9][CH:10]=1)(=[O:19])=[O:18], predict the reactants needed to synthesize it. The reactants are: [CH3:1][C:2]1([CH3:15])[O:7][C:6]2[CH:8]=[CH:9][CH:10]=[C:11]([CH2:12][CH2:13][OH:14])[C:5]=2[CH2:4][O:3]1.[CH3:16][S:17](Cl)(=[O:19])=[O:18]. (5) Given the product [C:1]([C:6]1[S:10][C:9]([NH:11][C:12]([C:14]2[CH:19]=[CH:18][N:17]=[C:16]([CH2:20][O:29][CH3:30])[CH:15]=2)=[O:13])=[N:8][C:7]=1[C:22]1[O:23][CH:24]=[CH:25][CH:26]=1)(=[O:5])[CH2:2][CH2:3][CH3:4], predict the reactants needed to synthesize it. The reactants are: [C:1]([C:6]1[S:10][C:9]([NH:11][C:12]([C:14]2[CH:19]=[CH:18][N:17]=[C:16]([CH2:20]Cl)[CH:15]=2)=[O:13])=[N:8][C:7]=1[C:22]1[O:23][CH:24]=[CH:25][CH:26]=1)(=[O:5])[CH2:2][CH2:3][CH3:4].[H-].[Na+].[OH2:29].[CH3:30]O. (6) Given the product [CH:19]1([C:17]([C:14]2[CH:15]=[CH:16][C:11]([CH2:10][NH2:9])=[CH:12][CH:13]=2)=[O:18])[CH2:20][CH2:21][CH2:22][CH2:23][CH2:24]1, predict the reactants needed to synthesize it. The reactants are: Cl.C(OC([NH:9][CH2:10][C:11]1[CH:16]=[CH:15][C:14]([C:17]([CH:19]2[CH2:24][CH2:23][CH2:22][CH2:21][CH2:20]2)=[O:18])=[CH:13][CH:12]=1)=O)(C)(C)C. (7) Given the product [Cl:20][C:21]1[CH:22]=[CH:23][C:24]2[N:33]=[C:32]([N:1]3[CH:5]=[N:4][CH:3]=[N:2]3)[CH2:31][N:30]3[C:26]([C:25]=2[CH:38]=1)=[N:27][C:28]([CH2:35][O:36][CH3:37])=[N:29]3, predict the reactants needed to synthesize it. The reactants are: [NH:1]1[CH:5]=[N:4][CH:3]=[N:2]1.C(N(CC)C(C)C)(C)C.P(Cl)(Cl)(Cl)=O.[Cl:20][C:21]1[CH:22]=[CH:23][C:24]2[NH:33][C:32](=O)[CH2:31][N:30]3[C:26](=[N:27][C:28]([CH2:35][O:36][CH3:37])=[N:29]3)[C:25]=2[CH:38]=1. (8) The reactants are: FC1C=C(C2C(C)=C(O)C(=O)N(CC(C)C)N=2)C=CC=1C.[C:22]([C:25]1[C:26](=[O:41])[N:27]([CH2:37][CH:38]([CH3:40])[CH3:39])[N:28]=[C:29]([C:31]2[CH:36]=[CH:35][CH:34]=[CH:33][CH:32]=2)[CH:30]=1)(O)=[O:23]. Given the product [OH:23][CH2:22][C:25]1[C:26](=[O:41])[N:27]([CH2:37][CH:38]([CH3:39])[CH3:40])[N:28]=[C:29]([C:31]2[CH:36]=[CH:35][CH:34]=[CH:33][CH:32]=2)[CH:30]=1, predict the reactants needed to synthesize it. (9) Given the product [Br:13][C:14]1[CH:15]=[N:16][N:17]([C:2]2[CH:12]=[CH:11][C:5]([C:6]([O:8][CH2:9][CH3:10])=[O:7])=[CH:4][CH:3]=2)[CH:18]=1, predict the reactants needed to synthesize it. The reactants are: F[C:2]1[CH:12]=[CH:11][C:5]([C:6]([O:8][CH2:9][CH3:10])=[O:7])=[CH:4][CH:3]=1.[Br:13][C:14]1[CH:15]=[N:16][NH:17][CH:18]=1.C(=O)([O-])[O-].[K+].[K+]. (10) Given the product [O:29]=[S:26]1(=[O:30])[CH2:27][CH2:28][N:23]([C:2]2[CH:3]=[CH:4][CH:5]=[C:6]3[C:10]=2[C:9](=[O:11])[N:8]([CH2:12][CH2:13][C:14]2[N:15]=[C:16]4[CH:21]=[CH:20][CH:19]=[CH:18][N:17]4[CH:22]=2)[CH2:7]3)[CH2:24][CH2:25]1, predict the reactants needed to synthesize it. The reactants are: Br[C:2]1[CH:3]=[CH:4][CH:5]=[C:6]2[C:10]=1[C:9](=[O:11])[N:8]([CH2:12][CH2:13][C:14]1[N:15]=[C:16]3[CH:21]=[CH:20][CH:19]=[CH:18][N:17]3[CH:22]=1)[CH2:7]2.[NH:23]1[CH2:28][CH2:27][S:26](=[O:30])(=[O:29])[CH2:25][CH2:24]1.C1(P(C2CCCCC2)C2C=CC=CC=2C2C(C(C)C)=CC(C(C)C)=CC=2C(C)C)CCCCC1.